Task: Predict the reaction yield, written as a fraction of the theoretical maximum amount of product (1.0 means a 100% yield; for example, 0.34 means a 34% yield).. Dataset: Reaction yield outcomes from USPTO patents with 853,638 reactions (1) The reactants are C([O:5][C:6](=[O:22])[CH2:7][C:8](=[O:21])[CH2:9][CH:10](O)[CH2:11][CH2:12][C:13]1[CH:18]=[CH:17][C:16]([F:19])=[CH:15][CH:14]=1)(C)(C)C.C(O)(C(F)(F)F)=O. The catalyst is C(Cl)Cl. The product is [F:19][C:16]1[CH:15]=[CH:14][C:13]([CH2:12][CH2:11][CH:10]2[O:22][C:6](=[O:5])[CH2:7][C:8](=[O:21])[CH2:9]2)=[CH:18][CH:17]=1. The yield is 0.660. (2) The reactants are NC1(C2C=CC(C3C(=O)C4C(=CC=C(F)C=4)OC=3C3C=CC=CC=3)=CC=2)CCC1.C(OC(=O)[NH:36][C:37]1([C:41]2[CH:46]=[CH:45][C:44]([C:47]3[C:56](=[O:57])[C:55]4[C:50](=[C:51]([Br:60])[C:52]([O:58][CH3:59])=[CH:53][CH:54]=4)[O:49][C:48]=3[C:61]3[CH:66]=[CH:65][CH:64]=[CH:63][CH:62]=3)=[CH:43][CH:42]=2)[CH2:40][CH2:39][CH2:38]1)(C)(C)C. No catalyst specified. The product is [NH2:36][C:37]1([C:41]2[CH:42]=[CH:43][C:44]([C:47]3[C:56](=[O:57])[C:55]4[C:50](=[C:51]([Br:60])[C:52]([O:58][CH3:59])=[CH:53][CH:54]=4)[O:49][C:48]=3[C:61]3[CH:66]=[CH:65][CH:64]=[CH:63][CH:62]=3)=[CH:45][CH:46]=2)[CH2:38][CH2:39][CH2:40]1. The yield is 0.780.